From a dataset of Peptide-MHC class II binding affinity with 134,281 pairs from IEDB. Regression. Given a peptide amino acid sequence and an MHC pseudo amino acid sequence, predict their binding affinity value. This is MHC class II binding data. (1) The peptide sequence is SQTTANASCPEGT. The MHC is DRB1_1501 with pseudo-sequence DRB1_1501. The binding affinity (normalized) is 0. (2) The peptide sequence is DTVPRGYRIAARPGA. The MHC is DRB1_0101 with pseudo-sequence DRB1_0101. The binding affinity (normalized) is 0.160. (3) The peptide sequence is ESHGVAAVLFAATAA. The MHC is DRB1_0404 with pseudo-sequence DRB1_0404. The binding affinity (normalized) is 0. (4) The peptide sequence is TESWIVDRQWAQDLT. The MHC is HLA-DQA10201-DQB10303 with pseudo-sequence HLA-DQA10201-DQB10303. The binding affinity (normalized) is 0.